From a dataset of Forward reaction prediction with 1.9M reactions from USPTO patents (1976-2016). Predict the product of the given reaction. (1) Given the reactants [CH3:1][O:2][C:3]([C:5]1[C:13]2[C:8](=[C:9]([O:14][CH:15]([F:17])[F:16])[CH:10]=[CH:11][CH:12]=2)[NH:7][CH:6]=1)=[O:4].[CH3:18][O:19][CH2:20][CH2:21]Br, predict the reaction product. The product is: [CH3:1][O:2][C:3]([C:5]1[C:13]2[C:8](=[C:9]([O:14][CH:15]([F:17])[F:16])[CH:10]=[CH:11][CH:12]=2)[N:7]([CH2:21][CH2:20][O:19][CH3:18])[CH:6]=1)=[O:4]. (2) Given the reactants [NH2:1][C:2]1[CH:26]=[CH:25][CH:24]=[CH:23][C:3]=1[C:4]([NH:6][C:7]1[CH:12]=[CH:11][C:10]([C:13]([CH3:22])([CH:15]2[CH2:20][CH2:19][N:18]([CH3:21])[CH2:17][CH2:16]2)[CH3:14])=[CH:9][CH:8]=1)=[O:5].[N:27]1[CH:32]=[CH:31][C:30]([CH:33]=O)=[CH:29][CH:28]=1.[BH4-].[Na+], predict the reaction product. The product is: [CH3:14][C:13]([C:10]1[CH:9]=[CH:8][C:7]([NH:6][C:4](=[O:5])[C:3]2[CH:23]=[CH:24][CH:25]=[CH:26][C:2]=2[NH:1][CH2:33][C:30]2[CH:31]=[CH:32][N:27]=[CH:28][CH:29]=2)=[CH:12][CH:11]=1)([CH:15]1[CH2:16][CH2:17][N:18]([CH3:21])[CH2:19][CH2:20]1)[CH3:22].